Dataset: Full USPTO retrosynthesis dataset with 1.9M reactions from patents (1976-2016). Task: Predict the reactants needed to synthesize the given product. (1) Given the product [CH3:3][CH:2]([O:4][C:5]1[CH:10]=[CH:9][C:8]([C:11]2[O:15][N:14]=[C:13]([C:16]3[CH:32]=[CH:31][C:19]4[CH2:20][CH2:21][N:22]([CH2:25][C:26]([OH:28])=[O:27])[CH2:23][CH2:24][C:18]=4[CH:17]=3)[N:12]=2)=[CH:7][C:6]=1[C:33]([F:36])([F:35])[F:34])[CH3:1], predict the reactants needed to synthesize it. The reactants are: [CH3:1][CH:2]([O:4][C:5]1[CH:10]=[CH:9][C:8]([C:11]2[O:15][N:14]=[C:13]([C:16]3[CH:32]=[CH:31][C:19]4[CH2:20][CH2:21][N:22]([CH2:25][C:26]([O:28]CC)=[O:27])[CH2:23][CH2:24][C:18]=4[CH:17]=3)[N:12]=2)=[CH:7][C:6]=1[C:33]([F:36])([F:35])[F:34])[CH3:3].[OH-].[Na+]. (2) Given the product [CH3:24][N:19]1[C:20]2[C@@:15]([CH3:26])([C@H:14]3[CH2:13][CH2:12][C@@:11]4([CH3:27])[C@@H:10]([CH2:9][CH:8]=[C:7]4[C:33]4[CH:34]=[N:35][CH:36]=[CH:37][CH:38]=4)[C@@H:23]3[CH2:22][CH:21]=2)[CH2:16][CH2:17][C:18]1=[O:25], predict the reactants needed to synthesize it. The reactants are: FC(F)(F)S(O[C:7]1[C@@:11]2([CH3:27])[CH2:12][CH2:13][C@H:14]3[C@H:23]([C@@H:10]2[CH2:9][CH:8]=1)[CH2:22][CH:21]=[C:20]1[C@:15]3([CH3:26])[CH2:16][CH2:17][C:18](=[O:25])[N:19]1[CH3:24])(=O)=O.C(B(CC)[C:33]1[CH:34]=[N:35][CH:36]=[CH:37][CH:38]=1)C.C(=O)([O-])[O-].[Na+].[Na+]. (3) Given the product [CH2:1]([O:3][C:4](=[O:32])[NH:5][CH:6]([CH3:31])[CH2:7][C:9]1[CH:10]=[C:11]2[C:15](=[C:16]([C:18]#[N:19])[CH:17]=1)[N:14]([CH2:20][CH2:21][CH2:22][O:23][Si:24]([C:27]([CH3:30])([CH3:29])[CH3:28])([CH3:25])[CH3:26])[CH2:13][CH2:12]2)[CH3:2], predict the reactants needed to synthesize it. The reactants are: [CH2:1]([O:3][C:4](=[O:32])[NH:5][CH:6]([CH3:31])[C:7]([C:9]1[CH:10]=[C:11]2[C:15](=[C:16]([C:18]#[N:19])[CH:17]=1)[N:14]([CH2:20][CH2:21][CH2:22][O:23][Si:24]([C:27]([CH3:30])([CH3:29])[CH3:28])([CH3:26])[CH3:25])[CH2:13][CH2:12]2)=O)[CH3:2].C([SiH](CC)CC)C.FC(F)(F)C(O)=O. (4) Given the product [CH3:12][C:7]1[NH:8][C:9]2[C:5]([CH:6]=1)=[CH:4][C:3]([OH:2])=[CH:11][CH:10]=2, predict the reactants needed to synthesize it. The reactants are: C[O:2][C:3]1[CH:4]=[C:5]2[C:9](=[CH:10][CH:11]=1)[NH:8][C:7]([CH3:12])=[CH:6]2.B(Br)(Br)Br. (5) Given the product [CH2:1]([O:3][C:4]([C:6]1([C:9]2[CH:10]=[CH:11][C:12]([C:15]3[CH:20]=[CH:19][C:18]([C:21]4[O:25][N:24]=[C:23]([CH3:26])[C:22]=4[NH:27][C:31]4[CH:32]=[CH:33][CH:34]=[C:29]([Br:28])[N:30]=4)=[CH:17][CH:16]=3)=[CH:13][CH:14]=2)[CH2:8][CH2:7]1)=[O:5])[CH3:2], predict the reactants needed to synthesize it. The reactants are: [CH2:1]([O:3][C:4]([C:6]1([C:9]2[CH:14]=[CH:13][C:12]([C:15]3[CH:20]=[CH:19][C:18]([C:21]4[O:25][N:24]=[C:23]([CH3:26])[C:22]=4[NH2:27])=[CH:17][CH:16]=3)=[CH:11][CH:10]=2)[CH2:8][CH2:7]1)=[O:5])[CH3:2].[Br:28][C:29]1[CH:34]=[CH:33][CH:32]=[C:31](Br)[N:30]=1. (6) Given the product [F:1][C:2]1[CH:3]=[C:4]2[C:9](=[CH:10][CH:11]=1)[N:8]=[C:7]([CH2:12][O:13][C:14]1[CH:21]=[CH:20][C:17]([C:18](=[N:33][OH:34])[NH2:19])=[C:16]([C:22]3([C:27]4[CH:28]=[CH:29][CH:30]=[CH:31][CH:32]=4)[CH2:25][CH:24]([CH3:26])[CH2:23]3)[CH:15]=1)[CH:6]=[CH:5]2, predict the reactants needed to synthesize it. The reactants are: [F:1][C:2]1[CH:3]=[C:4]2[C:9](=[CH:10][CH:11]=1)[N:8]=[C:7]([CH2:12][O:13][C:14]1[CH:21]=[CH:20][C:17]([C:18]#[N:19])=[C:16]([C:22]3([C:27]4[CH:32]=[CH:31][CH:30]=[CH:29][CH:28]=4)[CH2:25][CH:24]([CH3:26])[CH2:23]3)[CH:15]=1)[CH:6]=[CH:5]2.[NH2:33][OH:34]. (7) Given the product [CH:35]1[C:36]2[C:31](=[C:30]([NH:29][C:16]([CH:13]3[CH2:12][CH2:11][N:10]([C:8]4[CH:7]=[CH:6][C:5]5[S:1][CH:2]=[N:3][C:4]=5[CH:9]=4)[CH2:15][CH2:14]3)=[O:18])[CH:39]=[CH:38][CH:37]=2)[CH:32]=[N:33][N:34]=1, predict the reactants needed to synthesize it. The reactants are: [S:1]1[C:5]2[CH:6]=[CH:7][C:8]([N:10]3[CH2:15][CH2:14][CH:13]([C:16]([OH:18])=O)[CH2:12][CH2:11]3)=[CH:9][C:4]=2[N:3]=[CH:2]1.BrC1C=CC2SC=NC=2C=1.[NH2:29][C:30]1[CH:39]=[CH:38][CH:37]=[C:36]2[C:31]=1[CH:32]=[N:33][N:34]=[CH:35]2.